Task: Predict which catalyst facilitates the given reaction.. Dataset: Catalyst prediction with 721,799 reactions and 888 catalyst types from USPTO (1) The catalyst class is: 7. Reactant: [F:1][C:2]1[CH:7]=[CH:6][C:5]([C:8]2[N:9]=[C:10]3[CH:15]=[CH:14][CH:13]=[N:12][N:11]3[C:16]=2[C:17]2[CH:22]=[CH:21][N:20]=[C:19]([NH2:23])[CH:18]=2)=[CH:4][C:3]=1[CH3:24].C(N(CC)CC)C.Cl.[C:33](Cl)(=[O:40])[C:34]1[CH:39]=[CH:38][N:37]=[CH:36][CH:35]=1.C(=O)([O-])O.[Na+]. Product: [F:1][C:2]1[CH:7]=[CH:6][C:5]([C:8]2[N:9]=[C:10]3[CH:15]=[CH:14][CH:13]=[N:12][N:11]3[C:16]=2[C:17]2[CH:22]=[CH:21][N:20]=[C:19]([NH:23][C:33](=[O:40])[C:34]3[CH:39]=[CH:38][N:37]=[CH:36][CH:35]=3)[CH:18]=2)=[CH:4][C:3]=1[CH3:24]. (2) Reactant: [F:1][C:2]1[CH:3]=[C:4]([C:8]2[CH:16]=[C:15]3[C:11]([CH2:12][CH2:13][C:14]3=O)=[CH:10][CH:9]=2)[CH:5]=[CH:6][CH:7]=1.[NH2:18][C:19]1[CH:20]=[C:21]([CH:30]=[CH:31][CH:32]=1)[O:22][CH2:23][C:24]([O:26][CH:27]([CH3:29])[CH3:28])=[O:25].[BH4-].[Na+]. Product: [F:1][C:2]1[CH:3]=[C:4]([C:8]2[CH:16]=[C:15]3[C:11]([CH2:12][CH2:13][CH:14]3[NH:18][C:19]3[CH:20]=[C:21]([CH:30]=[CH:31][CH:32]=3)[O:22][CH2:23][C:24]([O:26][CH:27]([CH3:28])[CH3:29])=[O:25])=[CH:10][CH:9]=2)[CH:5]=[CH:6][CH:7]=1. The catalyst class is: 11. (3) Reactant: [CH:1]1([CH2:7][OH:8])[CH2:6][CH2:5][CH2:4][CH2:3][CH2:2]1.[H-].[Na+].Br[C:12]1[CH:13]=[C:14]([C:17]([O:19][CH2:20][CH:21]2[CH2:26][CH2:25][CH2:24][CH2:23][CH2:22]2)=[O:18])[S:15][CH:16]=1.[NH4+].[Cl-]. Product: [CH:1]1([CH2:7][O:8][C:12]2[CH:13]=[C:14]([C:17]([O:19][CH2:20][CH:21]3[CH2:26][CH2:25][CH2:24][CH2:23][CH2:22]3)=[O:18])[S:15][CH:16]=2)[CH2:6][CH2:5][CH2:4][CH2:3][CH2:2]1. The catalyst class is: 356. (4) Reactant: [CH3:1][N:2]1[CH:6]=[C:5]([CH2:7][C:8]([O:10]C)=[O:9])[C:4]([O:12][CH2:13][C:14]2[O:18][N:17]=[C:16]([O:19][CH2:20][C:21]3[CH:30]=[CH:29][C:28]4[C:23](=[CH:24][CH:25]=[CH:26][CH:27]=4)[N:22]=3)[CH:15]=2)=[N:3]1.[OH-].[Na+].O1CCCC1.Cl. Product: [CH3:1][N:2]1[CH:6]=[C:5]([CH2:7][C:8]([OH:10])=[O:9])[C:4]([O:12][CH2:13][C:14]2[O:18][N:17]=[C:16]([O:19][CH2:20][C:21]3[CH:30]=[CH:29][C:28]4[C:23](=[CH:24][CH:25]=[CH:26][CH:27]=4)[N:22]=3)[CH:15]=2)=[N:3]1. The catalyst class is: 8. (5) Reactant: [BH4-].[Na+].[C:3]([C:7]1[CH:12]=[CH:11][C:10](/[C:13](/[C:27]2[NH:28][C:29](=[O:34])[C:30]([Cl:33])=[CH:31][CH:32]=2)=[CH:14]\[CH2:15][N:16]2[C:24](=O)[C:23]3[C:18](=[CH:19][CH:20]=[CH:21][CH:22]=3)[C:17]2=[O:26])=[CH:9][CH:8]=1)([CH3:6])([CH3:5])[CH3:4].O. Product: [C:3]([C:7]1[CH:12]=[CH:11][C:10](/[C:13](/[C:27]2[NH:28][C:29](=[O:34])[C:30]([Cl:33])=[CH:31][CH:32]=2)=[CH:14]\[CH2:15][N:16]2[CH2:24][C:23]3[C:18](=[CH:19][CH:20]=[CH:21][CH:22]=3)[C:17]2=[O:26])=[CH:9][CH:8]=1)([CH3:6])([CH3:4])[CH3:5]. The catalyst class is: 5. (6) Reactant: [Cl:1][C:2]1[N:7]=[C:6]([C:8]2[S:12][C:11](N)=[N:10][C:9]=2[C:14]2[CH:19]=[CH:18][CH:17]=[C:16]([N+:20]([O-:22])=[O:21])[CH:15]=2)[CH:5]=[CH:4][N:3]=1.N(OC(C)(C)C)=O. Product: [Cl:1][C:2]1[N:7]=[C:6]([C:8]2[S:12][CH:11]=[N:10][C:9]=2[C:14]2[CH:19]=[CH:18][CH:17]=[C:16]([N+:20]([O-:22])=[O:21])[CH:15]=2)[CH:5]=[CH:4][N:3]=1. The catalyst class is: 25. (7) Reactant: [C:1]([O:5][C:6]([N:8]1[CH2:13][CH2:12][CH:11]([N:14]2[C:18]3=[N:19][CH:20]=[N:21][C:22]([O:23][C:24]4[CH:29]=[CH:28][C:27]([S:30]([CH3:33])(=[O:32])=[O:31])=[CH:26][C:25]=4[F:34])=[C:17]3[CH:16]=[N:15]2)[CH2:10][CH2:9]1)=[O:7])(C)([CH3:3])[CH3:2].Cl.C(N(CC)CC)C.ClC(OC(C)C)=O. Product: [CH:1]([O:5][C:6]([N:8]1[CH2:13][CH2:12][CH:11]([N:14]2[C:18]3=[N:19][CH:20]=[N:21][C:22]([O:23][C:24]4[CH:29]=[CH:28][C:27]([S:30]([CH3:33])(=[O:32])=[O:31])=[CH:26][C:25]=4[F:34])=[C:17]3[CH:16]=[N:15]2)[CH2:10][CH2:9]1)=[O:7])([CH3:3])[CH3:2]. The catalyst class is: 708. (8) Reactant: [F:1][CH:2]([F:39])[C:3]1[N:7]([C:8]2[N:13]=[C:12]([N:14]3[CH2:19][CH2:18][O:17][CH2:16][CH2:15]3)[N:11]=[C:10]([CH:20]3[CH2:25][CH2:24][N:23](C(OC(C)(C)C)=O)[CH2:22][CH2:21]3)[N:9]=2)[C:6]2[CH:33]=[CH:34][CH:35]=[C:36]([O:37][CH3:38])[C:5]=2[N:4]=1.C(O)(C(F)(F)F)=O. Product: [F:39][CH:2]([F:1])[C:3]1[N:7]([C:8]2[N:13]=[C:12]([N:14]3[CH2:15][CH2:16][O:17][CH2:18][CH2:19]3)[N:11]=[C:10]([CH:20]3[CH2:21][CH2:22][NH:23][CH2:24][CH2:25]3)[N:9]=2)[C:6]2[CH:33]=[CH:34][CH:35]=[C:36]([O:37][CH3:38])[C:5]=2[N:4]=1. The catalyst class is: 2. (9) Reactant: Cl.Cl.[N:3]1([C:10]2[CH:11]=[C:12]([CH:20]([CH3:22])[CH3:21])[CH:13]=[C:14]3[C:19]=2[N:18]=[CH:17][CH:16]=[CH:15]3)[CH2:9][CH2:8][CH2:7][NH:6][CH2:5][CH2:4]1.Cl[CH2:24][C:25]1[N:26]=[C:27]([C:30]2[CH:35]=[CH:34][CH:33]=[CH:32][CH:31]=2)[S:28][CH:29]=1.C([O-])([O-])=O.[Cs+].[Cs+].CCOC(C)=O. Product: [CH:20]([C:12]1[CH:13]=[C:14]2[C:19](=[C:10]([N:3]3[CH2:9][CH2:8][CH2:7][N:6]([CH2:24][C:25]4[N:26]=[C:27]([C:30]5[CH:31]=[CH:32][CH:33]=[CH:34][CH:35]=5)[S:28][CH:29]=4)[CH2:5][CH2:4]3)[CH:11]=1)[N:18]=[CH:17][CH:16]=[CH:15]2)([CH3:22])[CH3:21]. The catalyst class is: 3.